Dataset: TCR-epitope binding with 47,182 pairs between 192 epitopes and 23,139 TCRs. Task: Binary Classification. Given a T-cell receptor sequence (or CDR3 region) and an epitope sequence, predict whether binding occurs between them. (1) The epitope is LLLGIGILV. The TCR CDR3 sequence is CADREFMNTEAFF. Result: 1 (the TCR binds to the epitope). (2) The epitope is EHPTFTSQYRIQGKL. Result: 0 (the TCR does not bind to the epitope). The TCR CDR3 sequence is CASSFLGDLPGELFF. (3) The TCR CDR3 sequence is CASSNRVEQFF. Result: 1 (the TCR binds to the epitope). The epitope is LVLSVNPYV. (4) The epitope is RLFRKSNLK. The TCR CDR3 sequence is CSARDRGWDEQFF. Result: 0 (the TCR does not bind to the epitope). (5) The epitope is LPPIVAKEI. The TCR CDR3 sequence is CASIPNLGNEQFF. Result: 1 (the TCR binds to the epitope). (6) The epitope is LVLSVNPYV. The TCR CDR3 sequence is CASSLPGTGGSPLHF. Result: 0 (the TCR does not bind to the epitope). (7) The epitope is GILGFVFTL. Result: 0 (the TCR does not bind to the epitope). The TCR CDR3 sequence is CAIKTEMADTQYF.